Dataset: Catalyst prediction with 721,799 reactions and 888 catalyst types from USPTO. Task: Predict which catalyst facilitates the given reaction. (1) Reactant: Br[C:2]1(Br)[C:10]2[C:5](=[N:6][CH:7]=[CH:8][C:9]=2[Cl:11])[NH:4][C:3]1=[O:12]. Product: [Cl:11][C:9]1[CH:8]=[CH:7][N:6]=[C:5]2[NH:4][C:3](=[O:12])[CH2:2][C:10]=12. The catalyst class is: 63. (2) Reactant: I[C:2]1[CH:7]=[CH:6][C:5]([CH2:8][CH2:9][N:10]2[CH2:14][CH2:13][CH2:12][CH2:11]2)=[CH:4][CH:3]=1.C(=O)([O-])[O-].[Cs+].[Cs+].[C:21]1([C:32]2[CH:37]=[CH:36][CH:35]=[CH:34][CH:33]=2)[CH:26]=[CH:25][C:24]([NH:27][C:28](=[O:31])[C:29]#[CH:30])=[CH:23][CH:22]=1. Product: [C:21]1([C:32]2[CH:33]=[CH:34][CH:35]=[CH:36][CH:37]=2)[CH:26]=[CH:25][C:24]([NH:27][C:28](=[O:31])[C:29]#[C:30][C:2]2[CH:7]=[CH:6][C:5]([CH2:8][CH2:9][N:10]3[CH2:14][CH2:13][CH2:12][CH2:11]3)=[CH:4][CH:3]=2)=[CH:23][CH:22]=1. The catalyst class is: 205. (3) Reactant: [C:1]([O:4][C@H:5]1[C@@H:10]([O:11][C:12](=[O:14])[CH3:13])[C@H:9]([O:15][C:16](=[O:18])[CH3:17])[C@@H:8]([CH2:19][O:20][C:21](=[O:23])[CH3:22])[O:7][C@H:6]1[O:24][C@H:25]1[C@@H:36]([O:37][C:38](=[O:40])[CH3:39])[C@H:35]([O:41][C:42](=[O:44])[CH3:43])[C@@H:34]([CH2:45][O:46][C:47](=[O:49])[CH3:48])[O:33][C@H:26]1[O:27][CH:28]=[CH:29][CH2:30][CH2:31][CH3:32])(=[O:3])[CH3:2].[SH:50][C:51]([CH3:53])=O. Product: [C:1]([O:4][C@H:5]1[C@@H:10]([O:11][C:12](=[O:14])[CH3:13])[C@H:9]([O:15][C:16](=[O:18])[CH3:17])[C@@H:8]([CH2:19][O:20][C:21](=[O:23])[CH3:22])[O:7][C@H:6]1[O:24][C@H:25]1[C@@H:36]([O:37][C:38](=[O:40])[CH3:39])[C@H:35]([O:41][C:42](=[O:44])[CH3:43])[C@@H:34]([CH2:45][O:46][C:47](=[O:49])[CH3:48])[O:33][C@H:26]1[O:27][CH:28]([C:51](=[S:50])[CH3:53])[CH2:29][CH2:30][CH2:31][CH3:32])(=[O:3])[CH3:2]. The catalyst class is: 2. (4) Reactant: [Si:1]([O:8][C:9]1[C:17]2[N:16]=[C:15]([CH:18]([F:20])[F:19])[N:14]([C:21]3[N:26]=[C:25](Cl)[N:24]=[C:23]([N:28]4[CH2:33][CH2:32][O:31][CH2:30][CH2:29]4)[N:22]=3)[C:13]=2[CH:12]=[CH:11][CH:10]=1)([C:4]([CH3:7])([CH3:6])[CH3:5])([CH3:3])[CH3:2].[CH3:34][N:35]([CH:43]1[CH2:48][CH2:47][NH:46][CH2:45][CH2:44]1)[C:36](=[O:42])[O:37][C:38]([CH3:41])([CH3:40])[CH3:39].CCN(C(C)C)C(C)C. The catalyst class is: 1. Product: [Si:1]([O:8][C:9]1[C:17]2[N:16]=[C:15]([CH:18]([F:20])[F:19])[N:14]([C:21]3[N:22]=[C:23]([N:28]4[CH2:33][CH2:32][O:31][CH2:30][CH2:29]4)[N:24]=[C:25]([N:46]4[CH2:45][CH2:44][CH:43]([N:35]([CH3:34])[C:36](=[O:42])[O:37][C:38]([CH3:39])([CH3:40])[CH3:41])[CH2:48][CH2:47]4)[N:26]=3)[C:13]=2[CH:12]=[CH:11][CH:10]=1)([C:4]([CH3:7])([CH3:6])[CH3:5])([CH3:3])[CH3:2]. (5) Reactant: [F:1][C:2]1[CH:7]=[CH:6][C:5]([C@H:8]2[C@H:13]([OH:14])[CH2:12][CH2:11][N:10]([C:15]([O:17][C:18]([CH3:21])([CH3:20])[CH3:19])=[O:16])[CH2:9]2)=[CH:4][CH:3]=1.C1CCCCC1.ClCCCl.[F:32][C:33]([F:54])([F:53])[C:34]1[CH:35]=[C:36]([C@@H:44](OC(=N)C(Cl)(Cl)Cl)[CH3:45])[CH:37]=[C:38]([C:40]([F:43])([F:42])[F:41])[CH:39]=1.[H+].[B-](F)(F)(F)F. Product: [F:32][C:33]([F:53])([F:54])[C:34]1[CH:35]=[C:36]([C@H:44]([O:14][C@H:13]2[CH2:12][CH2:11][N:10]([C:15]([O:17][C:18]([CH3:21])([CH3:20])[CH3:19])=[O:16])[CH2:9][C@@H:8]2[C:5]2[CH:4]=[CH:3][C:2]([F:1])=[CH:7][CH:6]=2)[CH3:45])[CH:37]=[C:38]([C:40]([F:41])([F:42])[F:43])[CH:39]=1. The catalyst class is: 25.